From a dataset of Full USPTO retrosynthesis dataset with 1.9M reactions from patents (1976-2016). Predict the reactants needed to synthesize the given product. (1) Given the product [CH:8]1([C@@H:7]2[CH2:6][CH2:5][N:4]([C:14]([O:16][CH2:17][C:18]3[CH:19]=[CH:20][CH:21]=[CH:22][CH:23]=3)=[O:15])[CH2:3][C@H:2]2[NH:1][C:25]([O:27][C:28]2[CH:29]=[CH:30][C:31]([N+:34]([O-:36])=[O:35])=[CH:32][CH:33]=2)=[O:26])[CH2:13][CH2:12][CH2:11][CH2:10][CH2:9]1, predict the reactants needed to synthesize it. The reactants are: [NH2:1][C@H:2]1[C@H:7]([CH:8]2[CH2:13][CH2:12][CH2:11][CH2:10][CH2:9]2)[CH2:6][CH2:5][N:4]([C:14]([O:16][CH2:17][C:18]2[CH:23]=[CH:22][CH:21]=[CH:20][CH:19]=2)=[O:15])[CH2:3]1.Cl[C:25]([O:27][C:28]1[CH:33]=[CH:32][C:31]([N+:34]([O-:36])=[O:35])=[CH:30][CH:29]=1)=[O:26].C([O-])(O)=O.[Na+]. (2) Given the product [CH3:37][O:36][C:33]1[CH:34]=[C:35]2[C:30](=[CH:31][CH:32]=1)[NH:29][CH:28]=[C:27]2[CH:24]1[CH2:25][CH2:26][C:21](=[O:20])[CH2:22][CH2:23]1, predict the reactants needed to synthesize it. The reactants are: N1C2C(=CC=CC=2)C(C2CCC(=O)CC2)=C1.O1[C:21]2([CH2:26][CH2:25][CH:24]([C:27]3[C:35]4[C:30](=[CH:31][CH:32]=[C:33]([O:36][CH3:37])[CH:34]=4)[NH:29][CH:28]=3)[CH2:23][CH2:22]2)[O:20]CC1. (3) Given the product [F:2][C:3]1[C:8]([F:9])=[C:7]([F:10])[C:6]([F:11])=[C:5]([F:12])[C:4]=1[C:13]1[CH:18]=[CH:17][CH:16]=[C:15]([C:19]([F:22])([F:21])[F:20])[C:14]=1[NH2:23], predict the reactants needed to synthesize it. The reactants are: Cl.[F:2][C:3]1[C:8]([F:9])=[C:7]([F:10])[C:6]([F:11])=[C:5]([F:12])[C:4]=1[C:13]1[CH:18]=[CH:17][CH:16]=[C:15]([C:19]([F:22])([F:21])[F:20])[C:14]=1[N+:23]([O-])=O.[Sn].[OH-].[Na+].